Dataset: Full USPTO retrosynthesis dataset with 1.9M reactions from patents (1976-2016). Task: Predict the reactants needed to synthesize the given product. (1) Given the product [CH2:28]([C:30]1[S:31][CH:32]=[C:33](/[CH:35]=[CH:36]/[C:37]2[C:38]([O:1][CH2:2][C:3]3[O:7][N:6]=[C:5]([O:8][CH2:9][C:10]4[N:11]=[C:12]([C:16]5[CH:21]=[CH:20][C:19]([CH2:22][C:23]([O:25][CH2:26][CH3:27])=[O:24])=[CH:18][CH:17]=5)[O:13][C:14]=4[CH3:15])[CH:4]=3)=[N:39][N:40]([C:42]3[CH:47]=[CH:46][CH:45]=[CH:44][CH:43]=3)[CH:41]=2)[N:34]=1)[CH3:29], predict the reactants needed to synthesize it. The reactants are: [OH:1][CH2:2][C:3]1[O:7][N:6]=[C:5]([O:8][CH2:9][C:10]2[N:11]=[C:12]([C:16]3[CH:21]=[CH:20][C:19]([CH2:22][C:23]([O:25][CH2:26][CH3:27])=[O:24])=[CH:18][CH:17]=3)[O:13][C:14]=2[CH3:15])[CH:4]=1.[CH2:28]([C:30]1[S:31][CH:32]=[C:33](/[CH:35]=[CH:36]/[C:37]2[C:38](O)=[N:39][N:40]([C:42]3[CH:47]=[CH:46][CH:45]=[CH:44][CH:43]=3)[CH:41]=2)[N:34]=1)[CH3:29].N(C(N1CCCCC1)=O)=NC(N1CCCCC1)=O.C(P(CCCC)CCCC)CCC. (2) Given the product [Cl:1][C:2]1[CH:7]=[CH:6][C:5]([C:8](=[O:25])[C:9]([C:11]2[CH:16]=[CH:15][C:14]([Cl:17])=[CH:13][C:12]=2[Cl:18])=[O:10])=[CH:4][CH:3]=1, predict the reactants needed to synthesize it. The reactants are: [Cl:1][C:2]1[CH:7]=[CH:6][C:5]([CH2:8][C:9]([C:11]2[CH:16]=[CH:15][C:14]([Cl:17])=[CH:13][C:12]=2[Cl:18])=[O:10])=[CH:4][CH:3]=1.C1C=C[NH+]=CC=1.[O-:25][Cr](Cl)(=O)=O.N1C=CC=CC=1. (3) Given the product [CH3:21][N:22]1[C:7](=[O:20])[C:8]([C:10]2[CH:19]=[CH:18][CH:17]=[CH:12][CH:11]=2)([C:10]2[CH:19]=[CH:18][C:17]3[CH2:16][CH2:15][CH2:14][CH2:13][C:12]=3[CH:11]=2)[NH:25][C:23]1=[S:24], predict the reactants needed to synthesize it. The reactants are: C1([C:7](=[O:20])[C:8]([C:10]2[CH:19]=[CH:18][C:17]3[CH2:16][CH2:15][CH2:14][CH2:13][C:12]=3[CH:11]=2)=O)C=CC=CC=1.[CH3:21][NH:22][C:23]([NH2:25])=[S:24].[OH-].[K+].Cl. (4) Given the product [CH3:20][C:18]1[N:19]=[C:15]([CH2:14][N:4]2[C:5]3[C:10](=[C:9]([N+:11]([O-:13])=[O:12])[CH:8]=[CH:7][CH:6]=3)[C:2]([CH:21]=[CH2:22])=[N:3]2)[S:16][CH:17]=1, predict the reactants needed to synthesize it. The reactants are: I[C:2]1[C:10]2[C:5](=[CH:6][CH:7]=[CH:8][C:9]=2[N+:11]([O-:13])=[O:12])[N:4]([CH2:14][C:15]2[S:16][CH:17]=[C:18]([CH3:20])[N:19]=2)[N:3]=1.[CH2:21](N(CC)CC)[CH3:22].[B-](F)(F)(F)C=C.[K+].ClCCl. (5) Given the product [NH:4]1[CH:8]=[CH:7][C:6]([O:9][CH2:10][C:11]2[C:16]([CH3:17])=[CH:15][CH:14]=[CH:13][C:12]=2[N:18]2[C:22](=[O:23])[N:21]([CH3:24])[N:20]=[N:19]2)=[N:5]1, predict the reactants needed to synthesize it. The reactants are: C([N:4]1[CH:8]=[CH:7][C:6]([O:9][CH2:10][C:11]2[C:16]([CH3:17])=[CH:15][CH:14]=[CH:13][C:12]=2[N:18]2[C:22](=[O:23])[N:21]([CH3:24])[N:20]=[N:19]2)=[N:5]1)(=O)C.C[O-].[Na+].C(=O)(O)[O-].[Na+]. (6) Given the product [NH2:27][C:18]1[N:19]=[C:1]([CH3:2])[C:4]2[C:9](=[O:10])[CH2:8][CH:7]([C:11]3[S:12][CH:13]=[CH:14][CH:15]=3)[CH2:6][C:5]=2[N:17]=1, predict the reactants needed to synthesize it. The reactants are: [C:1]([CH:4]1[C:9](=[O:10])[CH2:8][CH:7]([C:11]2[S:12][CH:13]=[CH:14][CH:15]=2)[CH2:6][C:5]1=O)(=O)[CH3:2].[NH2:17][C:18]1[N:27]=C(C)C2C(=O)CC(C3C=CC(F)=CC=3)CC=2[N:19]=1. (7) Given the product [OH:8][C:9]1[CH:14]=[CH:13][C:12]([O:15][CH2:16][O:17][CH3:18])=[CH:11][C:10]=1[CH2:19][C:20]#[N:21], predict the reactants needed to synthesize it. The reactants are: C([O:8][C:9]1[CH:14]=[CH:13][C:12]([O:15][CH2:16][O:17][CH3:18])=[CH:11][C:10]=1[CH2:19][C:20]#[N:21])C1C=CC=CC=1. (8) Given the product [Br:50][C:51]([CH3:56])([CH3:55])[C:52]([CH2:27][C:28]1[C:29]([N+:40]([O-:42])=[O:41])=[C:30]([CH:37]=[CH:38][CH:39]=1)[C:31]([NH:33][CH2:34][C:35]#[CH:36])=[O:32])=[O:53], predict the reactants needed to synthesize it. The reactants are: CCCC[N+](CCCC)(CCCC)CCCC.[F-].[Si](O[CH2:27][C:28]1[C:29]([N+:40]([O-:42])=[O:41])=[C:30]([CH:37]=[CH:38][CH:39]=1)[C:31]([NH:33][CH2:34][C:35]#[CH:36])=[O:32])(C(C)(C)C)(C)C.C(N(CC)CC)C.[Br:50][C:51]([CH3:56])([CH3:55])[C:52](Br)=[O:53]. (9) Given the product [C:1]([N:5]1[CH:11]=[C:10]2[C:9]([CH:16]=[C:15]([N+:17]([O-:19])=[O:18])[CH:14]=[CH:13]2)=[N:6]1)([CH3:4])([CH3:3])[CH3:2], predict the reactants needed to synthesize it. The reactants are: [C:1]([NH2:5])([CH3:4])([CH3:3])[CH3:2].[N+:6]([C:9]1[CH:16]=[C:15]([N+:17]([O-:19])=[O:18])[CH:14]=[CH:13][C:10]=1[CH:11]=O)([O-])=O.